From a dataset of Retrosynthesis with 50K atom-mapped reactions and 10 reaction types from USPTO. Predict the reactants needed to synthesize the given product. (1) Given the product O=C(NCC1CNCCO1)Nc1ccc(Cl)cc1, predict the reactants needed to synthesize it. The reactants are: CC(C)(C)OC(=O)N1CCOC(CNC(=O)Nc2ccc(Cl)cc2)C1. (2) The reactants are: CC(C)(C)OC(=O)NCCOCCN=[N+]=[N-].CI. Given the product CN(CCOCCN=[N+]=[N-])C(=O)OC(C)(C)C, predict the reactants needed to synthesize it. (3) Given the product CCCS(=O)(=O)Nc1ccc(F)c(C(=O)Nc2cnc3c(c2)cc(C#CCN(C)C)n3S(=O)(=O)c2ccccc2)c1F, predict the reactants needed to synthesize it. The reactants are: C#CCN(C)C.CCCS(=O)(=O)Nc1ccc(F)c(C(=O)Nc2cnc3c(c2)cc(I)n3S(=O)(=O)c2ccccc2)c1F. (4) Given the product CCN([C@H]1CC[C@H](c2ccc3[nH]c(=O)oc3c2)CC1)[C@@H](C)CCc1ccccc1, predict the reactants needed to synthesize it. The reactants are: CC=O.C[C@@H](CCc1ccccc1)N[C@H]1CC[C@H](c2ccc3[nH]c(=O)oc3c2)CC1. (5) Given the product COc1ccc([C@@H]2COc3c(ccc(O)c3C)[C@H]2O)cc1, predict the reactants needed to synthesize it. The reactants are: COc1ccc([C@@H]2COc3c(ccc(OC(C)=O)c3C)[C@H]2O)cc1.